Dataset: Full USPTO retrosynthesis dataset with 1.9M reactions from patents (1976-2016). Task: Predict the reactants needed to synthesize the given product. Given the product [CH:1]([NH:11][C:12]1[CH:21]=[C:20]2[C:15]([CH2:16][CH2:17][CH:18]([C:22]([O:24][CH2:25][CH3:26])=[O:23])[O:19]2)=[CH:14][CH:13]=1)=[O:2], predict the reactants needed to synthesize it. The reactants are: [CH:1](O)=[O:2].C(OC(=O)C)(=O)C.[NH2:11][C:12]1[CH:21]=[C:20]2[C:15]([CH2:16][CH2:17][CH:18]([C:22]([O:24][CH2:25][CH3:26])=[O:23])[O:19]2)=[CH:14][CH:13]=1.C(N(CC)CC)C.C(=O)(O)[O-].[Na+].